Dataset: Reaction yield outcomes from USPTO patents with 853,638 reactions. Task: Predict the reaction yield, written as a fraction of the theoretical maximum amount of product (1.0 means a 100% yield; for example, 0.34 means a 34% yield). (1) The reactants are [C:1](Cl)(=[O:3])[CH3:2].[CH2:5]([O:7][C:8]1[C:9]([C:16](O)=[O:17])=[N:10][C:11]([OH:15])=[N:12][C:13]=1[OH:14])[CH3:6]. The catalyst is CCO. The product is [CH2:1]([O:3][C:16]([C:9]1[C:8]([O:7][CH2:5][CH3:6])=[C:13]([OH:14])[N:12]=[C:11]([OH:15])[N:10]=1)=[O:17])[CH3:2]. The yield is 1.00. (2) The reactants are [CH3:1][O:2][C:3]1[CH:12]=[C:11]2[C:6]([N:7]=[C:8]([CH3:14])[C:9](=O)[NH:10]2)=[CH:5][CH:4]=1.C(OCC)(=O)C.P(Cl)(Cl)([Cl:23])=O. No catalyst specified. The product is [Cl:23][C:9]1[C:8]([CH3:14])=[N:7][C:6]2[C:11]([N:10]=1)=[CH:12][C:3]([O:2][CH3:1])=[CH:4][CH:5]=2. The yield is 0.340. (3) The reactants are CN(C)C[CH2:4][O:5][C:6]1[N:11]=[C:10]([NH:12][C:13]2[CH:14]=[C:15]3[C:20](=[CH:21][CH:22]=2)[N:19]=[C:18]([CH3:23])[CH:17]=[C:16]3[NH2:24])[N:9]=[C:8]([S:25][CH3:26])[N:7]=1.OC1[CH2:34][CH2:33][N:32]([CH3:35])[CH2:31][CH2:30]1. The yield is 0.710. The catalyst is CO. The product is [CH3:35][N:32]1[CH2:33][CH2:34][CH:4]([O:5][C:6]2[N:11]=[C:10]([NH:12][C:13]3[CH:14]=[C:15]4[C:20](=[CH:21][CH:22]=3)[N:19]=[C:18]([CH3:23])[CH:17]=[C:16]4[NH2:24])[N:9]=[C:8]([S:25][CH3:26])[N:7]=2)[CH2:30][CH2:31]1. (4) The reactants are [F:1][C:2]1[CH:7]=[CH:6][CH:5]=[CH:4][C:3]=1[NH:8][C:9](=[O:13])[CH:10]=NO.[OH2:14]. The catalyst is S(=O)(=O)(O)O. The product is [F:1][C:2]1[CH:7]=[CH:6][CH:5]=[C:4]2[C:3]=1[NH:8][C:9](=[O:13])[C:10]2=[O:14]. The yield is 0.460. (5) The catalyst is O1CCCC1. The product is [Br:1][C:2]1[CH:3]=[C:4]2[C:8](=[CH:9][CH:10]=1)[CH:7]([O:11][C:12]1[CH:17]=[CH:16][CH:15]=[CH:14][CH:13]=1)[CH2:6][CH2:5]2. The yield is 0.850. The reactants are [Br:1][C:2]1[CH:3]=[C:4]2[C:8](=[CH:9][CH:10]=1)[CH:7]([OH:11])[CH2:6][CH2:5]2.[C:12]1(O)[CH:17]=[CH:16][CH:15]=[CH:14][CH:13]=1.C1(P(C2C=CC=CC=2)C2C=CC=CC=2)C=CC=CC=1.N(C(OC(C)C)=O)=NC(OC(C)C)=O. (6) The reactants are [Cl:1][C:2]1[C:3]([CH3:18])=[C:4]([NH:10][C@H:11]([C@H:15]([OH:17])[CH3:16])[C:12]([OH:14])=O)[CH:5]=[CH:6][C:7]=1[C:8]#[N:9].F[B-](F)(F)F.CN(C)C(O)=[N+](C)C.C(N(C(C)C)CC)(C)C.C1C=CC2N(O)N=NC=2C=1.[C:51](=[N:59]O)([NH2:58])[C:52]1[CH:57]=[CH:56][CH:55]=[CH:54][CH:53]=1. The catalyst is [Cl-].[Na+].O.CN(C=O)C. The product is [Cl:1][C:2]1[C:3]([CH3:18])=[C:4]([NH:10][C@@H:11]([C:12]2[O:14][N:59]=[C:51]([C:52]3[CH:57]=[CH:56][CH:55]=[CH:54][CH:53]=3)[N:58]=2)[C@H:15]([OH:17])[CH3:16])[CH:5]=[CH:6][C:7]=1[C:8]#[N:9]. The yield is 0.0400. (7) The reactants are N1C=CC=CC=1.[CH3:7][N:8]([CH:18]1[CH:23]([CH3:24])[CH2:22][CH2:21][NH:20][CH2:19]1)[C:9]1[C:10]2[CH:17]=[CH:16][NH:15][C:11]=2[N:12]=[CH:13][N:14]=1.[CH3:25][O:26][C:27]1[CH:32]=[CH:31][C:30]([S:33](Cl)(=[O:35])=[O:34])=[CH:29][CH:28]=1. The catalyst is ClCCl. The product is [CH3:25][O:26][C:27]1[CH:28]=[CH:29][C:30]([S:33]([N:20]2[CH2:21][CH2:22][CH:23]([CH3:24])[CH:18]([N:8]([CH3:7])[C:9]3[C:10]4[CH:17]=[CH:16][NH:15][C:11]=4[N:12]=[CH:13][N:14]=3)[CH2:19]2)(=[O:35])=[O:34])=[CH:31][CH:32]=1. The yield is 0.320.